Dataset: NCI-60 drug combinations with 297,098 pairs across 59 cell lines. Task: Regression. Given two drug SMILES strings and cell line genomic features, predict the synergy score measuring deviation from expected non-interaction effect. (1) Drug 2: CC(C)CN1C=NC2=C1C3=CC=CC=C3N=C2N. Synergy scores: CSS=-2.22, Synergy_ZIP=2.70, Synergy_Bliss=2.08, Synergy_Loewe=-3.33, Synergy_HSA=-3.63. Cell line: UO-31. Drug 1: CCCCCOC(=O)NC1=NC(=O)N(C=C1F)C2C(C(C(O2)C)O)O. (2) Drug 2: CC1=CC=C(C=C1)C2=CC(=NN2C3=CC=C(C=C3)S(=O)(=O)N)C(F)(F)F. Synergy scores: CSS=12.5, Synergy_ZIP=-6.26, Synergy_Bliss=-4.85, Synergy_Loewe=-1.32, Synergy_HSA=-1.11. Cell line: UO-31. Drug 1: CC(CN1CC(=O)NC(=O)C1)N2CC(=O)NC(=O)C2.